This data is from Merck oncology drug combination screen with 23,052 pairs across 39 cell lines. The task is: Regression. Given two drug SMILES strings and cell line genomic features, predict the synergy score measuring deviation from expected non-interaction effect. (1) Drug 1: N.N.O=C(O)C1(C(=O)O)CCC1.[Pt]. Drug 2: COC1CC2CCC(C)C(O)(O2)C(=O)C(=O)N2CCCCC2C(=O)OC(C(C)CC2CCC(OP(C)(C)=O)C(OC)C2)CC(=O)C(C)C=C(C)C(O)C(OC)C(=O)C(C)CC(C)C=CC=CC=C1C. Cell line: UWB1289BRCA1. Synergy scores: synergy=10.1. (2) Drug 1: CC(=O)OC1C(=O)C2(C)C(O)CC3OCC3(OC(C)=O)C2C(OC(=O)c2ccccc2)C2(O)CC(OC(=O)C(O)C(NC(=O)c3ccccc3)c3ccccc3)C(C)=C1C2(C)C. Drug 2: CC(C)CC(NC(=O)C(Cc1ccccc1)NC(=O)c1cnccn1)B(O)O. Cell line: A2058. Synergy scores: synergy=-19.1. (3) Drug 1: CN1C(=O)C=CC2(C)C3CCC4(C)C(NC(=O)OCC(F)(F)F)CCC4C3CCC12. Drug 2: C=CCn1c(=O)c2cnc(Nc3ccc(N4CCN(C)CC4)cc3)nc2n1-c1cccc(C(C)(C)O)n1. Cell line: LOVO. Synergy scores: synergy=5.25. (4) Drug 1: CCN(CC)CCNC(=O)c1c(C)[nH]c(C=C2C(=O)Nc3ccc(F)cc32)c1C. Drug 2: O=C(NOCC(O)CO)c1ccc(F)c(F)c1Nc1ccc(I)cc1F. Cell line: HCT116. Synergy scores: synergy=33.5. (5) Drug 1: CC1(c2nc3c(C(N)=O)cccc3[nH]2)CCCN1. Drug 2: CCc1c2c(nc3ccc(O)cc13)-c1cc3c(c(=O)n1C2)COC(=O)C3(O)CC. Cell line: NCIH2122. Synergy scores: synergy=21.4. (6) Drug 1: CN1C(=O)C=CC2(C)C3CCC4(C)C(NC(=O)OCC(F)(F)F)CCC4C3CCC12. Drug 2: COc1cc(C2c3cc4c(cc3C(OC3OC5COC(C)OC5C(O)C3O)C3COC(=O)C23)OCO4)cc(OC)c1O. Cell line: HCT116. Synergy scores: synergy=6.51. (7) Synergy scores: synergy=-20.9. Cell line: VCAP. Drug 1: NC1(c2ccc(-c3nc4ccn5c(=O)[nH]nc5c4cc3-c3ccccc3)cc2)CCC1. Drug 2: CCc1cnn2c(NCc3ccc[n+]([O-])c3)cc(N3CCCCC3CCO)nc12.